From a dataset of NCI-60 drug combinations with 297,098 pairs across 59 cell lines. Regression. Given two drug SMILES strings and cell line genomic features, predict the synergy score measuring deviation from expected non-interaction effect. (1) Drug 1: CC(C)NC(=O)C1=CC=C(C=C1)CNNC.Cl. Drug 2: CC(C)CN1C=NC2=C1C3=CC=CC=C3N=C2N. Cell line: MALME-3M. Synergy scores: CSS=-0.0770, Synergy_ZIP=1.18, Synergy_Bliss=1.09, Synergy_Loewe=-2.64, Synergy_HSA=-1.95. (2) Drug 1: CNC(=O)C1=CC=CC=C1SC2=CC3=C(C=C2)C(=NN3)C=CC4=CC=CC=N4. Drug 2: C1C(C(OC1N2C=C(C(=O)NC2=O)F)CO)O. Cell line: PC-3. Synergy scores: CSS=56.3, Synergy_ZIP=15.1, Synergy_Bliss=16.3, Synergy_Loewe=-6.89, Synergy_HSA=14.7. (3) Drug 1: CC12CCC3C(C1CCC2=O)CC(=C)C4=CC(=O)C=CC34C. Drug 2: CCCCCOC(=O)NC1=NC(=O)N(C=C1F)C2C(C(C(O2)C)O)O. Cell line: A549. Synergy scores: CSS=23.0, Synergy_ZIP=0.280, Synergy_Bliss=2.64, Synergy_Loewe=-20.3, Synergy_HSA=1.87. (4) Drug 1: CCCS(=O)(=O)NC1=C(C(=C(C=C1)F)C(=O)C2=CNC3=C2C=C(C=N3)C4=CC=C(C=C4)Cl)F. Drug 2: CC1=C(N=C(N=C1N)C(CC(=O)N)NCC(C(=O)N)N)C(=O)NC(C(C2=CN=CN2)OC3C(C(C(C(O3)CO)O)O)OC4C(C(C(C(O4)CO)O)OC(=O)N)O)C(=O)NC(C)C(C(C)C(=O)NC(C(C)O)C(=O)NCCC5=NC(=CS5)C6=NC(=CS6)C(=O)NCCC[S+](C)C)O. Cell line: MCF7. Synergy scores: CSS=-2.71, Synergy_ZIP=-0.898, Synergy_Bliss=-4.30, Synergy_Loewe=-7.49, Synergy_HSA=-5.97.